Dataset: Reaction yield outcomes from USPTO patents with 853,638 reactions. Task: Predict the reaction yield, written as a fraction of the theoretical maximum amount of product (1.0 means a 100% yield; for example, 0.34 means a 34% yield). (1) The reactants are [Cl:1][C:2]1[CH:7]=[C:6]([O:8][C:9]2[C:18]3[C:13](=[CH:14][C:15]([O:23][CH3:24])=[C:16]([C:19]([O:21][CH3:22])=[O:20])[CH:17]=3)[N:12]=[CH:11][CH:10]=2)[CH:5]=[CH:4][C:3]=1[NH:25][C:26](=O)[O:27]C1C=CC=CC=1.[CH2:35]([NH2:37])[CH3:36].O. The catalyst is CN(C)C=O.C(OCC)(=O)C.CCCCCC. The product is [Cl:1][C:2]1[CH:7]=[C:6]([CH:5]=[CH:4][C:3]=1[NH:25][C:26]([NH:37][CH2:35][CH3:36])=[O:27])[O:8][C:9]1[C:18]2[C:13](=[CH:14][C:15]([O:23][CH3:24])=[C:16]([C:19]([O:21][CH3:22])=[O:20])[CH:17]=2)[N:12]=[CH:11][CH:10]=1. The yield is 0.930. (2) The reactants are C[O:2][C:3]1[C:4]([CH3:38])=[C:5]([C:29]([O:36]C)=[C:30]([O:34][CH3:35])[C:31]=1[O:32][CH3:33])[CH2:6][C:7]1[CH:8]=[CH:9][C:10]([O:21][CH2:22][C:23]2[CH:24]=[N:25][CH:26]=[CH:27][CH:28]=2)=[C:11]([CH:20]=1)[C:12]([N:14]1[CH2:19][CH2:18][CH2:17][CH2:16][CH2:15]1)=[O:13].O=[N+]([O-])[O-].[O-][N+](=O)[O-].[O-][N+](=O)[O-].[O-][N+](=O)[O-].[O-][N+](=O)[O-].[O-][N+](=O)[O-].[Ce+4].[NH4+].[NH4+]. The catalyst is C(#N)C.O. The product is [CH3:33][O:32][C:31]1[C:3](=[O:2])[C:4]([CH3:38])=[C:5]([CH2:6][C:7]2[CH:8]=[CH:9][C:10]([O:21][CH2:22][C:23]3[CH:24]=[N:25][CH:26]=[CH:27][CH:28]=3)=[C:11]([CH:20]=2)[C:12]([N:14]2[CH2:19][CH2:18][CH2:17][CH2:16][CH2:15]2)=[O:13])[C:29](=[O:36])[C:30]=1[O:34][CH3:35]. The yield is 0.620. (3) The reactants are [F:1][C:2]1[CH:7]=[CH:6][CH:5]=[CH:4][C:3]=1[C:8](=[O:11])[CH2:9][CH3:10].[Br:12]Br. The catalyst is C(O)(=O)C. The product is [Br:12][CH:9]([CH3:10])[C:8]([C:3]1[CH:4]=[CH:5][CH:6]=[CH:7][C:2]=1[F:1])=[O:11]. The yield is 0.970. (4) The reactants are [CH:1]1([C@H:7]([NH:12][C:13]([C:15]2[CH:20]=[CH:19][C:18]([F:21])=[CH:17][C:16]=2[N+:22]([O-])=O)=[O:14])[C:8]([O:10][CH3:11])=[O:9])[CH2:6][CH2:5][CH2:4][CH2:3][CH2:2]1. The catalyst is [Pd].C(O)C. The product is [NH2:22][C:16]1[CH:17]=[C:18]([F:21])[CH:19]=[CH:20][C:15]=1[C:13]([NH:12][C@@H:7]([CH:1]1[CH2:6][CH2:5][CH2:4][CH2:3][CH2:2]1)[C:8]([O:10][CH3:11])=[O:9])=[O:14]. The yield is 0.830. (5) The reactants are [CH3:1][N:2]([C:7]1[C:12]([CH2:13][N:14]2[C:18]3[N:19]=[C:20]([NH:23][C:24]4[CH:29]=[CH:28][C:27]([N:30]5[CH2:35][CH2:34][NH:33][C@@H:32]([CH3:36])[CH2:31]5)=[CH:26][CH:25]=4)[N:21]=[CH:22][C:17]=3[CH:16]=[CH:15]2)=[CH:11][CH:10]=[CH:9][N:8]=1)[S:3]([CH3:6])(=[O:5])=[O:4].[CH3:37][C@H:38]1[CH2:40][O:39]1. The catalyst is CO. The product is [OH:39][C@@H:38]([CH3:40])[CH2:37][N:33]1[CH2:34][CH2:35][N:30]([C:27]2[CH:28]=[CH:29][C:24]([NH:23][C:20]3[N:21]=[CH:22][C:17]4[CH:16]=[CH:15][N:14]([CH2:13][C:12]5[C:7]([N:2]([CH3:1])[S:3]([CH3:6])(=[O:4])=[O:5])=[N:8][CH:9]=[CH:10][CH:11]=5)[C:18]=4[N:19]=3)=[CH:25][CH:26]=2)[CH2:31][C@@H:32]1[CH3:36]. The yield is 0.718. (6) The reactants are [F:1][C:2]1[C:11]2[O:10][CH2:9][CH2:8][O:7][C:6]=2[CH:5]=[CH:4][CH:3]=1.[Br:12]N1C(=O)CCC1=O. The catalyst is CO. The product is [Br:12][C:4]1[CH:3]=[C:2]([F:1])[C:11]2[O:10][CH2:9][CH2:8][O:7][C:6]=2[CH:5]=1. The yield is 0.870.